Predict the reactants needed to synthesize the given product. From a dataset of Full USPTO retrosynthesis dataset with 1.9M reactions from patents (1976-2016). (1) Given the product [NH2:30][C:13]1[CH:14]=[C:15]([NH:18][C:19]([N:21]2[CH2:26][CH2:25][N:24]([C:27](=[O:29])[CH3:28])[CH2:23][CH2:22]2)=[O:20])[CH:16]=[CH:17][C:12]=1/[CH:11]=[CH:10]/[C:3]1[C:4]2[C:9](=[CH:8][CH:7]=[CH:6][CH:5]=2)[NH:1][N:2]=1, predict the reactants needed to synthesize it. The reactants are: [NH:1]1[C:9]2[C:4](=[CH:5][CH:6]=[CH:7][CH:8]=2)[C:3](/[CH:10]=[CH:11]/[C:12]2[CH:17]=[CH:16][C:15]([NH:18][C:19]([N:21]3[CH2:26][CH2:25][N:24]([C:27](=[O:29])[CH3:28])[CH2:23][CH2:22]3)=[O:20])=[CH:14][C:13]=2[N+:30]([O-])=O)=[N:2]1.[Sn].Cl.[OH-].[Na+]. (2) Given the product [OH:1][OH:2].[CH3:12][C:10]([N:9]([C:13]([CH3:15])=[O:14])[CH2:8][CH2:7][N:6]([C:16]([CH3:18])=[O:17])[C:4]([CH3:3])=[O:5])=[O:11], predict the reactants needed to synthesize it. The reactants are: [OH:1][OH:2].[CH3:3][C:4]([N:6]([C:16]([CH3:18])=[O:17])[CH2:7][CH2:8][N:9]([C:13]([CH3:15])=[O:14])[C:10]([CH3:12])=[O:11])=[O:5]. (3) Given the product [Br:1][C:2]1[CH:3]=[CH:4][C:5]([C:8]2[CH2:13][CH2:12][N:11]([CH2:14][C:15]3[CH:16]=[CH:17][CH:18]=[CH:19][CH:20]=3)[CH2:10][CH:9]=2)=[CH:6][CH:7]=1, predict the reactants needed to synthesize it. The reactants are: [Br:1][C:2]1[CH:7]=[CH:6][C:5]([C:8]2(O)[CH2:13][CH2:12][N:11]([CH2:14][C:15]3[CH:20]=[CH:19][CH:18]=[CH:17][CH:16]=3)[CH2:10][CH2:9]2)=[CH:4][CH:3]=1.O.C1(C)C=CC(S(O)(=O)=O)=CC=1.